From a dataset of NCI-60 drug combinations with 297,098 pairs across 59 cell lines. Regression. Given two drug SMILES strings and cell line genomic features, predict the synergy score measuring deviation from expected non-interaction effect. (1) Drug 1: C1=CC(=CC=C1CCCC(=O)O)N(CCCl)CCCl. Drug 2: C1C(C(OC1N2C=NC(=NC2=O)N)CO)O. Cell line: OVCAR-4. Synergy scores: CSS=8.55, Synergy_ZIP=-2.38, Synergy_Bliss=-0.436, Synergy_Loewe=-7.13, Synergy_HSA=-0.814. (2) Drug 1: CC1=C(C=C(C=C1)C(=O)NC2=CC(=CC(=C2)C(F)(F)F)N3C=C(N=C3)C)NC4=NC=CC(=N4)C5=CN=CC=C5. Drug 2: C(CCl)NC(=O)N(CCCl)N=O. Cell line: PC-3. Synergy scores: CSS=8.72, Synergy_ZIP=-2.92, Synergy_Bliss=-0.945, Synergy_Loewe=0.510, Synergy_HSA=0.421. (3) Drug 1: CN1CCC(CC1)COC2=C(C=C3C(=C2)N=CN=C3NC4=C(C=C(C=C4)Br)F)OC. Drug 2: C1CCC(CC1)NC(=O)N(CCCl)N=O. Cell line: HCC-2998. Synergy scores: CSS=14.3, Synergy_ZIP=1.55, Synergy_Bliss=3.99, Synergy_Loewe=1.72, Synergy_HSA=2.70. (4) Drug 1: COC1=CC(=CC(=C1O)OC)C2C3C(COC3=O)C(C4=CC5=C(C=C24)OCO5)OC6C(C(C7C(O6)COC(O7)C8=CC=CS8)O)O. Drug 2: CC1CCC2CC(C(=CC=CC=CC(CC(C(=O)C(C(C(=CC(C(=O)CC(OC(=O)C3CCCCN3C(=O)C(=O)C1(O2)O)C(C)CC4CCC(C(C4)OC)O)C)C)O)OC)C)C)C)OC. Cell line: DU-145. Synergy scores: CSS=42.6, Synergy_ZIP=-2.98, Synergy_Bliss=-3.22, Synergy_Loewe=-0.188, Synergy_HSA=1.88. (5) Drug 1: C1=CC(=CC=C1C#N)C(C2=CC=C(C=C2)C#N)N3C=NC=N3. Drug 2: C(CC(=O)O)C(=O)CN.Cl. Cell line: OVCAR3. Synergy scores: CSS=10.4, Synergy_ZIP=-2.65, Synergy_Bliss=5.27, Synergy_Loewe=5.02, Synergy_HSA=3.93. (6) Drug 1: C1CC(=O)NC(=O)C1N2C(=O)C3=CC=CC=C3C2=O. Drug 2: B(C(CC(C)C)NC(=O)C(CC1=CC=CC=C1)NC(=O)C2=NC=CN=C2)(O)O. Cell line: BT-549. Synergy scores: CSS=37.9, Synergy_ZIP=-1.85, Synergy_Bliss=-1.17, Synergy_Loewe=-49.5, Synergy_HSA=-1.24. (7) Drug 1: C1C(C(OC1N2C=NC3=C(N=C(N=C32)Cl)N)CO)O. Drug 2: CN1C(=O)N2C=NC(=C2N=N1)C(=O)N. Cell line: RPMI-8226. Synergy scores: CSS=33.9, Synergy_ZIP=-2.47, Synergy_Bliss=-4.00, Synergy_Loewe=-53.8, Synergy_HSA=-5.63.